From a dataset of Catalyst prediction with 721,799 reactions and 888 catalyst types from USPTO. Predict which catalyst facilitates the given reaction. Reactant: Cl.C(O)C.[Cl:5][C:6]1[CH:11]=[CH:10][C:9]([S:12]([CH:15]([C:27]2[CH:32]=[C:31]([F:33])[CH:30]=[CH:29][C:28]=2[F:34])[CH2:16][CH2:17][CH2:18][NH:19]C(=O)OC(C)(C)C)(=[O:14])=[O:13])=[CH:8][CH:7]=1. Product: [ClH:5].[Cl:5][C:6]1[CH:7]=[CH:8][C:9]([S:12]([CH:15]([C:27]2[CH:32]=[C:31]([F:33])[CH:30]=[CH:29][C:28]=2[F:34])[CH2:16][CH2:17][CH2:18][NH2:19])(=[O:14])=[O:13])=[CH:10][CH:11]=1. The catalyst class is: 162.